This data is from Full USPTO retrosynthesis dataset with 1.9M reactions from patents (1976-2016). The task is: Predict the reactants needed to synthesize the given product. (1) Given the product [Cl:20][CH2:19][CH2:18][N:17]([CH2:21][CH2:22][Cl:23])[C:6]1[CH:5]=[CH:4][C:3]2[N:2]([CH3:1])[C:10]([CH2:11][CH2:12][CH2:13][C:14]([NH:76][CH2:58][CH2:59][CH2:60][CH2:61][CH2:62][CH2:63][CH2:64][CH2:65][CH2:66][CH2:67][CH2:68][CH2:69][CH2:70][CH2:71][CH2:72][CH2:73][CH2:74][CH3:75])=[O:16])=[N:9][C:8]=2[CH:7]=1, predict the reactants needed to synthesize it. The reactants are: [CH3:1][N:2]1[C:10]([CH2:11][CH2:12][CH2:13][C:14]([OH:16])=O)=[N:9][C:8]2[CH:7]=[C:6]([N:17]([CH2:21][CH2:22][Cl:23])[CH2:18][CH2:19][Cl:20])[CH:5]=[CH:4][C:3]1=2.Cl.CN(C(ON1N=NC2C=CC=NC1=2)=[N+](C)C)C.F[P-](F)(F)(F)(F)F.C(N(CC)C(C)C)(C)C.[CH2:58]([NH2:76])[CH2:59][CH2:60][CH2:61][CH2:62][CH2:63][CH2:64][CH2:65][CH2:66][CH2:67][CH2:68][CH2:69][CH2:70][CH2:71][CH2:72][CH2:73][CH2:74][CH3:75]. (2) Given the product [NH2:7][C:8]1[N:9]([CH3:26])[C:10](=[O:25])[C:11]([CH3:23])([CH3:24])[C@:12]([C:15]2[CH:20]=[C:19]([NH:21][C:33]([C:29]3([OH:28])[CH2:32][CH2:31][CH2:30]3)=[O:34])[CH:18]=[CH:17][C:16]=2[F:22])([CH3:14])[N:13]=1, predict the reactants needed to synthesize it. The reactants are: C(OC(=O)[NH:7][C:8]1[N:9]([CH3:26])[C:10](=[O:25])[C:11]([CH3:24])([CH3:23])[C@:12]([C:15]2[CH:20]=[C:19]([NH2:21])[CH:18]=[CH:17][C:16]=2[F:22])([CH3:14])[N:13]=1)(C)(C)C.[OH:28][C:29]1([C:33](O)=[O:34])[CH2:32][CH2:31][CH2:30]1. (3) The reactants are: Cl[C:2]1[CH:3]=[C:4]([CH:8]=[CH:9][N:10]=1)[C:5]([OH:7])=[O:6].[CH3:11][O-:12].[Na+].I[CH3:15].O. Given the product [CH3:11][O:12][C:2]1[CH:3]=[C:4]([CH:8]=[CH:9][N:10]=1)[C:5]([O:7][CH3:15])=[O:6], predict the reactants needed to synthesize it.